Dataset: Drug-target binding data from BindingDB using IC50 measurements. Task: Regression. Given a target protein amino acid sequence and a drug SMILES string, predict the binding affinity score between them. We predict pIC50 (pIC50 = -log10(IC50 in M); higher means more potent). Dataset: bindingdb_ic50. (1) The pIC50 is 6.8. The target protein sequence is EDELYRQSLEIISRYLREQATGAKDTKPMGRSGATSRKALETLRRVGDGVQRNHETAFQGMLRKLDIKNEDDVKSLSRVMIHVFSDGVTNWGRIVTLISFGAFVAKHLKTINQESCIEPLAESITDVLVRTKRDWLVKQRGWDGFVEFFHVEDLEGG. The small molecule is CC1C(c2cccc3c2NC(C(=O)O)C3CCCOc2cccc3ccccc23)C(COc2ccc(B(O)O)cc2)NN1C. (2) The drug is CN1C(=O)N(c2cc(Cl)cc(Cl)c2)C(=O)[C@]12CN(c1ncc(C(=O)O)cn1)C[C@H]2c1ccc(C#N)cc1. The target protein (P20701) has sequence MKDSCITVMAMALLSGFFFFAPASSYNLDVRGARSFSPPRAGRHFGYRVLQVGNGVIVGAPGEGNSTGSLYQCQSGTGHCLPVTLRGSNYTSKYLGMTLATDPTDGSILACDPGLSRTCDQNTYLSGLCYLFRQNLQGPMLQGRPGFQECIKGNVDLVFLFDGSMSLQPDEFQKILDFMKDVMKKLSNTSYQFAAVQFSTSYKTEFDFSDYVKRKDPDALLKHVKHMLLLTNTFGAINYVATEVFREELGARPDATKVLIIITDGEATDSGNIDAAKDIIRYIIGIGKHFQTKESQETLHKFASKPASEFVKILDTFEKLKDLFTELQKKIYVIEGTSKQDLTSFNMELSSSGISADLSRGHAVVGAVGAKDWAGGFLDLKADLQDDTFIGNEPLTPEVRAGYLGYTVTWLPSRQKTSLLASGAPRYQHMGRVLLFQEPQGGGHWSQVQTIHGTQIGSYFGGELCGVDVDQDGETELLLIGAPLFYGEQRGGRVFIYQRR.... The pIC50 is 6.6. (3) The drug is C[C@@H](O)[C@H](NC(=O)[C@@H]1CCCN1C(=O)[C@H](Cc1ccccc1)NC(=O)CN)C(=O)NCC(=O)NCC(=O)O. The target protein (P09610) has sequence MLSRLFRMHGLFVASHPWEVIVGTVTLTICMMSMNMFTGNNKICGWNYECPKFEEDVLSSDIIILTITRCIAILYIYFQFQNLRQLGSKYILGIAGLFTIFSSFVFSTVVIHFLDKELTGLNEALPFFLLLIDLSRASALAKFALSSNSQDEVRENIARGMAILGPTFTLDALVECLVIGVGTMSGVRQLEIMCCFGCMSVLANYFVFMTFFPACVSLVLELSRESREGRPIWQLSHFARVLEEEENKPNPVTQRVKMIMSLGLVLVHAHSRWIADPSPQNSTTEHSKVSLGLDEDVSKRIEPSVSLWQFYLSKMISMDIEQVVTLSLAFLLAVKYIFFEQAETESTLSLKNPITSPVATPKKAPDNCCRREPVLSRRNEKLSSVEEEPGVNQDRKVEVIKPLVAETESTSRATFVLGASGGCSPVALGTQEPEIELPSEPRPNEECLQILESAEKGAKFLSDAEIIQLVNAKHIPAYKLETLMETHERGVSIRRQLLST.... The pIC50 is 4.8.